Dataset: Full USPTO retrosynthesis dataset with 1.9M reactions from patents (1976-2016). Task: Predict the reactants needed to synthesize the given product. (1) Given the product [Br:18][C:11]1[C:10]2[C:5](=[CH:6][CH:7]=[C:8]3[O:16][CH2:15][CH2:14][O:13][C:9]3=2)[N:4]=[CH:3][C:2]=1[Cl:1], predict the reactants needed to synthesize it. The reactants are: [Cl:1][C:2]1[CH:3]=[N:4][C:5]2[C:10]([C:11]=1O)=[C:9]1[O:13][CH2:14][CH2:15][O:16][C:8]1=[CH:7][CH:6]=2.P(Br)(Br)[Br:18].C(=O)([O-])[O-].[Na+].[Na+]. (2) Given the product [CH:31]1([CH2:30][O:29][C:5]2[CH:4]=[CH:3][C:2]([CH2:42][C:43]#[N:44])=[CH:7][C:6]=2[C:8]2[C:9]3[CH:18]=[CH:17][NH:16][C:10]=3[C:11](=[O:15])[N:12]([CH3:14])[CH:13]=2)[CH2:33][CH2:32]1, predict the reactants needed to synthesize it. The reactants are: Br[C:2]1[CH:3]=[CH:4][C:5]([O:29][CH2:30][CH:31]2[CH2:33][CH2:32]2)=[C:6]([C:8]2[C:9]3[CH:18]=[CH:17][N:16](S(C4C=CC(C)=CC=4)(=O)=O)[C:10]=3[C:11](=[O:15])[N:12]([CH3:14])[CH:13]=2)[CH:7]=1.CC1(C)C(C)(C)OB([C:42]2[CH:43]=[N:44]OC=2)O1.ClCCl.[F-].[K+].[OH-].[Na+]. (3) Given the product [C:11]([O:10][C:8]([N:4]1[CH2:5][CH2:6][CH2:7][CH:2]([NH:1][C:16]2[CH:17]=[CH:18][C:19]([C:22]#[N:23])=[CH:20][N:21]=2)[CH2:3]1)=[O:9])([CH3:14])([CH3:13])[CH3:12], predict the reactants needed to synthesize it. The reactants are: [NH2:1][CH:2]1[CH2:7][CH2:6][CH2:5][N:4]([C:8]([O:10][C:11]([CH3:14])([CH3:13])[CH3:12])=[O:9])[CH2:3]1.Cl[C:16]1[N:21]=[CH:20][C:19]([C:22]#[N:23])=[CH:18][CH:17]=1.C(N(C(C)C)CC)(C)C. (4) The reactants are: [H-].[Na+].[C:3]1([OH:9])[CH:8]=[CH:7][CH:6]=[CH:5][CH:4]=1.[CH2:10]([O:17][CH2:18][CH2:19][NH:20][C:21]1[CH:26]=[C:25]([CH3:27])[N:24]=[C:23](Cl)[C:22]=1[N+:29]([O-:31])=[O:30])[C:11]1[CH:16]=[CH:15][CH:14]=[CH:13][CH:12]=1.O. Given the product [CH2:10]([O:17][CH2:18][CH2:19][NH:20][C:21]1[CH:26]=[C:25]([CH3:27])[N:24]=[C:23]([O:9][C:3]2[CH:8]=[CH:7][CH:6]=[CH:5][CH:4]=2)[C:22]=1[N+:29]([O-:31])=[O:30])[C:11]1[CH:12]=[CH:13][CH:14]=[CH:15][CH:16]=1, predict the reactants needed to synthesize it. (5) The reactants are: [F:1][C:2]1[CH:10]=[CH:9][C:5]([C:6]([OH:8])=O)=[CH:4][C:3]=1[N:11]1[CH:15]=[C:14]([C:16]2[CH:17]=[N:18][CH:19]=[CH:20][CH:21]=2)[N:13]=[N:12]1.[NH2:22][C:23]1[C:24]([O:38][CH3:39])=[C:25]([NH:33][S:34]([CH3:37])(=[O:36])=[O:35])[CH:26]=[C:27]([C:29]([CH3:32])([CH3:31])[CH3:30])[CH:28]=1. Given the product [C:29]([C:27]1[CH:26]=[C:25]([NH:33][S:34]([CH3:37])(=[O:36])=[O:35])[C:24]([O:38][CH3:39])=[C:23]([NH:22][C:6](=[O:8])[C:5]2[CH:9]=[CH:10][C:2]([F:1])=[C:3]([N:11]3[CH:15]=[C:14]([C:16]4[CH:17]=[N:18][CH:19]=[CH:20][CH:21]=4)[N:13]=[N:12]3)[CH:4]=2)[CH:28]=1)([CH3:32])([CH3:30])[CH3:31], predict the reactants needed to synthesize it. (6) Given the product [F:11][CH:10]([F:12])[CH2:9][O:8][C:5]1[N:6]=[CH:7][C:2]([C:21]2[C:20]([CH3:19])=[N:25][CH:24]=[C:23]([NH2:26])[CH:22]=2)=[CH:3][C:4]=1[N:13]1[CH2:18][CH2:17][O:16][CH2:15][CH2:14]1, predict the reactants needed to synthesize it. The reactants are: Br[C:2]1[CH:3]=[C:4]([N:13]2[CH2:18][CH2:17][O:16][CH2:15][CH2:14]2)[C:5]([O:8][CH2:9][CH:10]([F:12])[F:11])=[N:6][CH:7]=1.[CH3:19][C:20]1[N:25]=[CH:24][C:23]([NH2:26])=[CH:22][C:21]=1B1OC(C)(C)C(C)(C)O1. (7) Given the product [NH2:19][C:10]1[CH:11]=[C:12]([CH:17]=[CH:18][C:9]=1[NH:8][C:5]1[CH:6]=[CH:7][C:2]([F:1])=[CH:3][CH:4]=1)[C:13]([O:15][CH3:16])=[O:14], predict the reactants needed to synthesize it. The reactants are: [F:1][C:2]1[CH:7]=[CH:6][C:5]([NH:8][C:9]2[CH:18]=[CH:17][C:12]([C:13]([O:15][CH3:16])=[O:14])=[CH:11][C:10]=2[N+:19]([O-])=O)=[CH:4][CH:3]=1.O.O.Cl[Sn]Cl.C([O-])(O)=O.[Na+]. (8) The reactants are: S(Cl)([Cl:3])=O.[F:5][C:6]([F:24])([F:23])[C:7]1[CH:12]=[CH:11][C:10]([CH2:13][CH2:14][C:15]2[CH:20]=[CH:19][C:18]([CH2:21]O)=[CH:17][CH:16]=2)=[CH:9][CH:8]=1.C(=O)(O)[O-].[Na+]. Given the product [Cl:3][CH2:21][C:18]1[CH:19]=[CH:20][C:15]([CH2:14][CH2:13][C:10]2[CH:11]=[CH:12][C:7]([C:6]([F:24])([F:23])[F:5])=[CH:8][CH:9]=2)=[CH:16][CH:17]=1, predict the reactants needed to synthesize it. (9) Given the product [NH2:3][C:4]1([CH3:7])[C:8]2([CH2:10][CH2:9]2)[C:11](=[O:13])[NH:6][CH2:5]1, predict the reactants needed to synthesize it. The reactants are: Cl.Cl.[NH2:3][C:4]([C:8]1([C:11]([OH:13])=O)[CH2:10][CH2:9]1)([CH3:7])[CH2:5][NH2:6].C[Si](C)(C)N[Si](C)(C)C.CO. (10) The reactants are: [N:1]1(CC2N3C=C(C)C=CC3=NC=2C2C=CC(C)=CC=2)C=CN=C1.Cl.Cl[CH2:26][C:27]1[N:31]2C=[CH:33][CH:34]=[CH:35][C:30]2=[N:29][C:28]=1[C:36]1[CH:41]=[CH:40][C:39]([Cl:42])=[CH:38][CH:37]=1.[NH:43]1[CH:47]=[N:46][CH:45]=[N:44]1. Given the product [N:43]1([CH2:26][C:27]2[N:31]3[N:1]=[CH:33][CH:34]=[CH:35][C:30]3=[N:29][C:28]=2[C:36]2[CH:37]=[CH:38][C:39]([Cl:42])=[CH:40][CH:41]=2)[CH:47]=[N:46][CH:45]=[N:44]1, predict the reactants needed to synthesize it.